Dataset: Forward reaction prediction with 1.9M reactions from USPTO patents (1976-2016). Task: Predict the product of the given reaction. (1) Given the reactants [Cl:1][C:2]1[CH:3]=[C:4]([CH2:10][F:11])[C:5]([CH:8]=[O:9])=[N:6][CH:7]=1.[OH-:12].[Na+], predict the reaction product. The product is: [Cl:1][C:2]1[CH:3]=[C:4]([CH2:10][F:11])[C:5]([C:8]([OH:12])=[O:9])=[N:6][CH:7]=1. (2) Given the reactants [CH3:1][C:2]1[N:6]=[C:5]([C:7]2[CH:12]=[CH:11][C:10]([N:13]3[CH:22]=[C:21]4[C:15]([CH2:16][CH2:17][NH:18][CH2:19][CH2:20]4)=[N:14]3)=[CH:9][CH:8]=2)[O:4][N:3]=1.[C:23]1(=O)[CH2:26][CH2:25][CH2:24]1.C(O[BH-](OC(=O)C)OC(=O)C)(=O)C.[Na+], predict the reaction product. The product is: [CH:23]1([N:18]2[CH2:19][CH2:20][C:21]3=[CH:22][N:13]([C:10]4[CH:11]=[CH:12][C:7]([C:5]5[O:4][N:3]=[C:2]([CH3:1])[N:6]=5)=[CH:8][CH:9]=4)[N:14]=[C:15]3[CH2:16][CH2:17]2)[CH2:26][CH2:25][CH2:24]1. (3) Given the reactants C(OC([NH:8][C@H:9]1[CH2:15][C:14]2[CH:16]=[CH:17][CH:18]=[CH:19][C:13]=2[CH2:12][NH:11][C:10]1=[O:20])=O)(C)(C)C.[ClH:21], predict the reaction product. The product is: [ClH:21].[NH2:8][C@H:9]1[CH2:15][C:14]2[CH:16]=[CH:17][CH:18]=[CH:19][C:13]=2[CH2:12][NH:11][C:10]1=[O:20]. (4) Given the reactants [OH:1][C:2]1[C:3]([C:16](=[O:18])[CH3:17])=[CH:4][C:5]2[C:6]([CH3:15])([CH3:14])[CH2:7][CH2:8][C:9]([CH3:13])([CH3:12])[C:10]=2[CH:11]=1.[CH3:19][C:20]1[CH:27]=[CH:26][C:23]([CH2:24]Cl)=[CH:22][CH:21]=1, predict the reaction product. The product is: [CH3:19][C:20]1[CH:27]=[CH:26][C:23]([CH2:24][O:1][C:2]2[C:3]([C:16](=[O:18])[CH3:17])=[CH:4][C:5]3[C:6]([CH3:15])([CH3:14])[CH2:7][CH2:8][C:9]([CH3:12])([CH3:13])[C:10]=3[CH:11]=2)=[CH:22][CH:21]=1. (5) Given the reactants [CH3:1][C:2]1[CH:9]=[C:8]([CH3:10])[CH:7]=[CH:6][C:3]=1[CH2:4][NH2:5].[CH:11]1[C:20]2[C:15](=[C:16]([CH:21]([CH3:25])[C:22](O)=[O:23])[CH:17]=[CH:18][CH:19]=2)[CH:14]=[CH:13][N:12]=1.C1C2C(=C(CC(O)=O)C=CC=2)C=CN=1, predict the reaction product. The product is: [CH3:1][C:2]1[CH:9]=[C:8]([CH3:10])[CH:7]=[CH:6][C:3]=1[CH2:4][NH:5][C:22](=[O:23])[CH:21]([C:16]1[CH:17]=[CH:18][CH:19]=[C:20]2[C:15]=1[CH:14]=[CH:13][N:12]=[CH:11]2)[CH3:25].